Dataset: NCI-60 drug combinations with 297,098 pairs across 59 cell lines. Task: Regression. Given two drug SMILES strings and cell line genomic features, predict the synergy score measuring deviation from expected non-interaction effect. (1) Drug 2: CN(CC1=CN=C2C(=N1)C(=NC(=N2)N)N)C3=CC=C(C=C3)C(=O)NC(CCC(=O)O)C(=O)O. Synergy scores: CSS=15.3, Synergy_ZIP=-2.99, Synergy_Bliss=1.72, Synergy_Loewe=0.0554, Synergy_HSA=2.12. Drug 1: CN1CCC(CC1)COC2=C(C=C3C(=C2)N=CN=C3NC4=C(C=C(C=C4)Br)F)OC. Cell line: NCI-H226. (2) Drug 1: CS(=O)(=O)CCNCC1=CC=C(O1)C2=CC3=C(C=C2)N=CN=C3NC4=CC(=C(C=C4)OCC5=CC(=CC=C5)F)Cl. Drug 2: C#CCC(CC1=CN=C2C(=N1)C(=NC(=N2)N)N)C3=CC=C(C=C3)C(=O)NC(CCC(=O)O)C(=O)O. Cell line: RPMI-8226. Synergy scores: CSS=65.9, Synergy_ZIP=5.48, Synergy_Bliss=1.20, Synergy_Loewe=-21.0, Synergy_HSA=-1.83. (3) Drug 1: CC1=CC2C(CCC3(C2CCC3(C(=O)C)OC(=O)C)C)C4(C1=CC(=O)CC4)C. Drug 2: CCCCC(=O)OCC(=O)C1(CC(C2=C(C1)C(=C3C(=C2O)C(=O)C4=C(C3=O)C=CC=C4OC)O)OC5CC(C(C(O5)C)O)NC(=O)C(F)(F)F)O. Cell line: HL-60(TB). Synergy scores: CSS=11.3, Synergy_ZIP=3.28, Synergy_Bliss=10.2, Synergy_Loewe=9.57, Synergy_HSA=7.55. (4) Drug 1: CC1=CC2C(CCC3(C2CCC3(C(=O)C)OC(=O)C)C)C4(C1=CC(=O)CC4)C. Drug 2: C1=NC2=C(N=C(N=C2N1C3C(C(C(O3)CO)O)F)Cl)N. Cell line: DU-145. Synergy scores: CSS=8.85, Synergy_ZIP=-4.11, Synergy_Bliss=-1.24, Synergy_Loewe=-48.8, Synergy_HSA=-4.93.